This data is from Forward reaction prediction with 1.9M reactions from USPTO patents (1976-2016). The task is: Predict the product of the given reaction. (1) Given the reactants O.[F:2][C:3]([F:11])([F:10])[C:4]([C:6]([F:9])([F:8])[F:7])=[O:5].O.O.[F:2][C:3]([F:11])([F:10])[C:4]([C:6]([F:9])([F:8])[F:7])=[O:5].[C:24]([C:27]1[CH:32]=[CH:31][CH:30]=[CH:29][CH:28]=1)(=[O:26])C, predict the reaction product. The product is: [F:2][C:3]([F:11])([F:10])[C:4]([OH:5])([C:6]([F:9])([F:8])[F:7])[C:24]([C:27]1[CH:32]=[CH:31][CH:30]=[CH:29][CH:28]=1)=[O:26]. (2) The product is: [Cl:1][C:2]1[CH:3]=[C:4]2[C:5](=[CH:13][N:14]=1)[N:6]([CH3:12])[C:7](=[O:11])[C:18]([C:19]([O:21][CH3:27])=[O:20])=[C:9]2[OH:10]. Given the reactants [Cl:1][C:2]1[N:14]=[CH:13][C:5]2[N:6]([CH3:12])[C:7](=[O:11])O[C:9](=[O:10])[C:4]=2[CH:3]=1.ClC1C=[C:18](C(NC)=CN=1)[C:19]([OH:21])=[O:20].[C:27](Cl)(Cl)=O, predict the reaction product.